From a dataset of Catalyst prediction with 721,799 reactions and 888 catalyst types from USPTO. Predict which catalyst facilitates the given reaction. Reactant: [CH2:1]([O:5][CH2:6][CH2:7][O:8][C:9]1[CH:14]=[CH:13][C:12]([C:15]2[CH:16]=[CH:17][C:18]3[N:24]([CH2:25][CH:26]([CH3:28])[CH3:27])[CH2:23][CH2:22][C:21]([C:29]([NH:31][C:32]4[CH:37]=[CH:36][C:35]([S:38][CH2:39][C:40]5[N:44]6[CH:45]=[CH:46][CH:47]=[CH:48][C:43]6=[N:42][CH:41]=5)=[CH:34][CH:33]=4)=[O:30])=[CH:20][C:19]=3[CH:49]=2)=[CH:11][CH:10]=1)[CH2:2][CH2:3][CH3:4].ClC1C=CC=C(C(OO)=[O:58])C=1.S([O-])([O-])(=O)=S.[Na+].[Na+]. Product: [CH2:1]([O:5][CH2:6][CH2:7][O:8][C:9]1[CH:10]=[CH:11][C:12]([C:15]2[CH:16]=[CH:17][C:18]3[N:24]([CH2:25][CH:26]([CH3:27])[CH3:28])[CH2:23][CH2:22][C:21]([C:29]([NH:31][C:32]4[CH:33]=[CH:34][C:35]([S:38]([CH2:39][C:40]5[N:44]6[CH:45]=[CH:46][CH:47]=[CH:48][C:43]6=[N:42][CH:41]=5)=[O:58])=[CH:36][CH:37]=4)=[O:30])=[CH:20][C:19]=3[CH:49]=2)=[CH:13][CH:14]=1)[CH2:2][CH2:3][CH3:4]. The catalyst class is: 4.